Dataset: Forward reaction prediction with 1.9M reactions from USPTO patents (1976-2016). Task: Predict the product of the given reaction. (1) The product is: [ClH:36].[CH3:26][O:25][C:22]1[CH:21]=[CH:20][C:19]([CH2:18][N:13]2[C:12](=[O:27])[C:11]3([CH2:10][CH2:9][NH:8][CH2:29][CH2:28]3)[N:15]([CH3:16])[C:14]2=[O:17])=[CH:24][CH:23]=1. Given the reactants C(OC([N:8]1[CH2:29][CH2:28][C:11]2([N:15]([CH3:16])[C:14](=[O:17])[N:13]([CH2:18][C:19]3[CH:24]=[CH:23][C:22]([O:25][CH3:26])=[CH:21][CH:20]=3)[C:12]2=[O:27])[CH2:10][CH2:9]1)=O)(C)(C)C.O1CCOCC1.[ClH:36], predict the reaction product. (2) The product is: [CH3:16][C:13]1[CH:14]=[CH:15][C:10]([C:8](=[O:9])[CH2:18][C:17]#[N:19])=[N:11][CH:12]=1. Given the reactants [Na].C(O)C.C(O[C:8]([C:10]1[CH:15]=[CH:14][C:13]([CH3:16])=[CH:12][N:11]=1)=[O:9])C.[C:17](#[N:19])[CH3:18], predict the reaction product. (3) Given the reactants C([O:5][C:6](=[O:35])[CH2:7][O:8][C:9]1[C:14]2[CH2:15][CH2:16][CH2:17][CH2:18][CH:19]([NH:20][S:21]([C:24]3[CH:29]=[C:28]([C:30]([F:33])([F:32])[F:31])[CH:27]=[C:26](F)[CH:25]=3)(=[O:23])=[O:22])[C:13]=2[CH:12]=[CH:11][CH:10]=1)(C)(C)C.[CH3:36][O-:37].[Na+], predict the reaction product. The product is: [CH3:36][O:37][C:26]1[CH:25]=[C:24]([S:21]([NH:20][CH:19]2[C:13]3[CH:12]=[CH:11][CH:10]=[C:9]([O:8][CH2:7][C:6]([OH:5])=[O:35])[C:14]=3[CH2:15][CH2:16][CH2:17][CH2:18]2)(=[O:23])=[O:22])[CH:29]=[C:28]([C:30]([F:32])([F:31])[F:33])[CH:27]=1. (4) Given the reactants CCN(C(C)C)C(C)C.[CH2:10]([O:17][C:18]1[CH:19]=[C:20]([CH:24]=[C:25]([O:27][C@@H:28]([CH3:41])[CH2:29][O:30][Si:31]([CH:38]([CH3:40])[CH3:39])([CH:35]([CH3:37])[CH3:36])[CH:32]([CH3:34])[CH3:33])[CH:26]=1)[C:21](O)=[O:22])[C:11]1[CH:16]=[CH:15][CH:14]=[CH:13][CH:12]=1.CN(C(ON1N=NC2C=CC=NC1=2)=[N+](C)C)C.F[P-](F)(F)(F)(F)F.[NH2:66][C:67]1[CH:71]=[CH:70][N:69]([C:72]([O:74][C:75]([CH3:78])([CH3:77])[CH3:76])=[O:73])[N:68]=1, predict the reaction product. The product is: [CH2:10]([O:17][C:18]1[CH:19]=[C:20]([CH:24]=[C:25]([O:27][C@@H:28]([CH3:41])[CH2:29][O:30][Si:31]([CH:38]([CH3:40])[CH3:39])([CH:32]([CH3:34])[CH3:33])[CH:35]([CH3:37])[CH3:36])[CH:26]=1)[C:21]([NH:66][C:67]1[CH:71]=[CH:70][N:69]([C:72]([O:74][C:75]([CH3:78])([CH3:77])[CH3:76])=[O:73])[N:68]=1)=[O:22])[C:11]1[CH:12]=[CH:13][CH:14]=[CH:15][CH:16]=1. (5) Given the reactants [CH2:1]([O:8][C:9]([N:11]([CH2:25][C:26]1[CH:31]=[CH:30][CH:29]=[C:28]([C:32]([F:35])([F:34])[F:33])[CH:27]=1)[C:12]1[C:17](=[O:18])[N:16]2[C@H:19]([C:22](O)=[O:23])[CH2:20][CH2:21][C:15]2=[N:14][CH:13]=1)=[O:10])[C:2]1[CH:7]=[CH:6][CH:5]=[CH:4][CH:3]=1.[C:36]([O:40][C:41](=[O:53])[NH:42][C:43]([C:45]1[CH:50]=[CH:49][C:48]([CH2:51][NH2:52])=[CH:47][CH:46]=1)=[NH:44])([CH3:39])([CH3:38])[CH3:37].C([O-])(O)=O.[Na+].C1C=NC2N(O)N=NC=2C=1.CCN=C=NCCCN(C)C, predict the reaction product. The product is: [C:36]([O:40][C:41]([NH:42][C:43](=[NH:44])[C:45]1[CH:46]=[CH:47][C:48]([CH2:51][NH:52][C:22]([C@H:19]2[N:16]3[C:17](=[O:18])[C:12]([N:11]([CH2:25][C:26]4[CH:31]=[CH:30][CH:29]=[C:28]([C:32]([F:34])([F:35])[F:33])[CH:27]=4)[C:9](=[O:10])[O:8][CH2:1][C:2]4[CH:3]=[CH:4][CH:5]=[CH:6][CH:7]=4)=[CH:13][N:14]=[C:15]3[CH2:21][CH2:20]2)=[O:23])=[CH:49][CH:50]=1)=[O:53])([CH3:39])([CH3:37])[CH3:38].